This data is from Reaction yield outcomes from USPTO patents with 853,638 reactions. The task is: Predict the reaction yield, written as a fraction of the theoretical maximum amount of product (1.0 means a 100% yield; for example, 0.34 means a 34% yield). (1) The reactants are [CH3:1][C:2]1[C:8]([N+:9]([O-:11])=[O:10])=[CH:7][CH:6]=[CH:5][C:3]=1[NH2:4].C(O)(=O)C.[N:16]([O-])=O.[Na+]. The catalyst is O. The product is [N+:9]([C:8]1[CH:7]=[CH:6][CH:5]=[C:3]2[C:2]=1[CH:1]=[N:16][NH:4]2)([O-:11])=[O:10]. The yield is 0.700. (2) The reactants are [Cl:1][C:2]1[C:11]2[C:6](=[CH:7][C:8]([O:12][CH3:13])=[CH:9][CH:10]=2)[N:5]=[C:4]([NH2:14])[CH:3]=1.[NH:15]1[CH2:19][CH2:18][CH2:17][CH2:16]1. The catalyst is C(O)(C)C. The product is [ClH:1].[CH3:13][O:12][C:8]1[CH:7]=[C:6]2[C:11]([C:2]([N:15]3[CH2:19][CH2:18][CH2:17][CH2:16]3)=[CH:3][C:4]([NH2:14])=[N:5]2)=[CH:10][CH:9]=1. The yield is 0.210. (3) The product is [F:14][C:15]1[CH:16]=[C:17]2[C:21](=[CH:22][CH:23]=1)[N:20]([CH3:24])[CH:19]=[C:18]2[CH2:25][NH:6][CH3:5]. The yield is 0.350. No catalyst specified. The reactants are BrC1C=C[C:5](NCC(OC)=O)=[N:6]C=1.[F:14][C:15]1[CH:16]=[C:17]2[C:21](=[CH:22][CH:23]=1)[N:20]([CH3:24])[CH:19]=[C:18]2[CH:25]=O. (4) The reactants are B(OC(C)C)(OC(C)C)OC(C)C.Br[C:15]1[CH:29]=[CH:28][C:18]([O:19][CH2:20][CH2:21][N:22]2[CH2:27][CH2:26][O:25][CH2:24][CH2:23]2)=[CH:17][CH:16]=1.C([Li])CCC.Cl.C(=O)([O-])[O-].[Na+].[Na+].Br[C:43]1[CH:44]=[C:45]2[C:51]([C:52]([O:54][CH3:55])=[O:53])=[CH:50][NH:49][C:46]2=[N:47][CH:48]=1. The catalyst is O1CCCC1.C(#N)C. The product is [N:22]1([CH2:21][CH2:20][O:19][C:18]2[CH:28]=[CH:29][C:15]([C:43]3[CH:44]=[C:45]4[C:51]([C:52]([O:54][CH3:55])=[O:53])=[CH:50][NH:49][C:46]4=[N:47][CH:48]=3)=[CH:16][CH:17]=2)[CH2:27][CH2:26][O:25][CH2:24][CH2:23]1. The yield is 0.310. (5) The reactants are [Li+].[OH-].[Cl:3][C:4]1[CH:35]=[CH:34][CH:33]=[C:32]([Cl:36])[C:5]=1[C:6]([NH:8][C@H:9]([C:28]([O:30]C)=[O:29])[CH2:10][C:11]1[CH:16]=[CH:15][C:14]([C:17]#[C:18][CH2:19][CH2:20][NH:21][C:22]2[CH:27]=[CH:26][CH:25]=[CH:24][N:23]=2)=[CH:13][CH:12]=1)=[O:7]. The catalyst is CC(N(C)C)=O.CO.O. The product is [Cl:3][C:4]1[CH:35]=[CH:34][CH:33]=[C:32]([Cl:36])[C:5]=1[C:6]([NH:8][C@H:9]([C:28]([OH:30])=[O:29])[CH2:10][C:11]1[CH:12]=[CH:13][C:14]([C:17]#[C:18][CH2:19][CH2:20][NH:21][C:22]2[CH:27]=[CH:26][CH:25]=[CH:24][N:23]=2)=[CH:15][CH:16]=1)=[O:7]. The yield is 0.540. (6) The reactants are [NH2:1][C:2]1[N:7]=[CH:6][C:5]([C:8]([N:10]2[CH2:15][CH2:14][O:13][CH2:12][C@H:11]2[CH3:16])=[O:9])=[CH:4][CH:3]=1.Br[C:18]1[C:19](=[O:26])[N:20]([CH3:25])[CH:21]=[C:22]([Br:24])[CH:23]=1.C(=O)([O-])[O-].[Cs+].[Cs+].CC1(C)C2C(=C(P(C3C=CC=CC=3)C3C=CC=CC=3)C=CC=2)OC2C(P(C3C=CC=CC=3)C3C=CC=CC=3)=CC=CC1=2. The catalyst is C1C=CC(/C=C/C(/C=C/C2C=CC=CC=2)=O)=CC=1.C1C=CC(/C=C/C(/C=C/C2C=CC=CC=2)=O)=CC=1.C1C=CC(/C=C/C(/C=C/C2C=CC=CC=2)=O)=CC=1.[Pd].[Pd]. The product is [Br:24][C:22]1[CH:23]=[C:18]([NH:1][C:2]2[CH:3]=[CH:4][C:5]([C:8]([N:10]3[CH2:15][CH2:14][O:13][CH2:12][C@H:11]3[CH3:16])=[O:9])=[CH:6][N:7]=2)[C:19](=[O:26])[N:20]([CH3:25])[CH:21]=1. The yield is 0.700. (7) The reactants are Br[C:2]1[CH:11]=[CH:10][C:5]([C:6]([O:8][CH3:9])=[O:7])=[CH:4][C:3]=1[CH3:12].[C:13]1([CH3:22])[CH:18]=[CH:17][CH:16]=[CH:15][C:14]=1B(O)O.C(=O)([O-])[O-].[K+].[K+]. The catalyst is C1(C)C=CC=CC=1.O.C1C=CC([P]([Pd]([P](C2C=CC=CC=2)(C2C=CC=CC=2)C2C=CC=CC=2)([P](C2C=CC=CC=2)(C2C=CC=CC=2)C2C=CC=CC=2)[P](C2C=CC=CC=2)(C2C=CC=CC=2)C2C=CC=CC=2)(C2C=CC=CC=2)C2C=CC=CC=2)=CC=1. The product is [CH3:12][C:3]1[CH:4]=[C:5]([C:6]([O:8][CH3:9])=[O:7])[CH:10]=[CH:11][C:2]=1[C:14]1[CH:15]=[CH:16][CH:17]=[CH:18][C:13]=1[CH3:22]. The yield is 0.950.